Dataset: Forward reaction prediction with 1.9M reactions from USPTO patents (1976-2016). Task: Predict the product of the given reaction. Given the reactants [N:1]1([C:7]2[N:14]=[CH:13][CH:12]=[CH:11][C:8]=2[C:9]#[N:10])[CH2:6][CH2:5][NH:4][CH2:3][CH2:2]1.[Br:15][CH2:16][C:17](Br)=[O:18].ClCCl.C(N(CC)CC)C, predict the reaction product. The product is: [Br:15][CH2:16][C:17]([N:4]1[CH2:3][CH2:2][N:1]([C:7]2[N:14]=[CH:13][CH:12]=[CH:11][C:8]=2[C:9]#[N:10])[CH2:6][CH2:5]1)=[O:18].